This data is from Forward reaction prediction with 1.9M reactions from USPTO patents (1976-2016). The task is: Predict the product of the given reaction. (1) Given the reactants C(O)C.[CH2:4]([O:11][C:12]1[CH:13]=[CH:14][C:15]([CH2:18][C:19]#[N:20])=[N:16][CH:17]=1)[C:5]1[CH:10]=[CH:9][CH:8]=[CH:7][CH:6]=1.[Cl-].[OH:22][NH3+:23].C(=O)([O-])[O-].[K+].[K+], predict the reaction product. The product is: [CH2:4]([O:11][C:12]1[CH:13]=[CH:14][C:15]([CH2:18][C:19]([NH:23][OH:22])=[NH:20])=[N:16][CH:17]=1)[C:5]1[CH:6]=[CH:7][CH:8]=[CH:9][CH:10]=1. (2) Given the reactants [NH2:1][C:2]1[CH:7]=[CH:6][CH:5]=[CH:4][C:3]=1[CH2:8][CH2:9][OH:10].[C:11](N1C=CN=C1)(N1C=CN=C1)=[O:12], predict the reaction product. The product is: [NH:1]1[C:2]2[CH:7]=[CH:6][CH:5]=[CH:4][C:3]=2[CH2:8][CH2:9][O:10][C:11]1=[O:12]. (3) Given the reactants [CH2:1]([O:8][C:9]1[CH:14]=[CH:13][N:12]([CH2:15][C:16]([C:18]2[CH:23]=[CH:22][C:21]([CH2:24]Br)=[CH:20][CH:19]=2)=[O:17])[C:11](=[O:26])[CH:10]=1)[C:2]1[CH:7]=[CH:6][CH:5]=[CH:4][CH:3]=1.[OH:27][CH:28]1[CH2:33][CH2:32][NH:31][CH2:30][CH2:29]1, predict the reaction product. The product is: [CH2:1]([O:8][C:9]1[CH:14]=[CH:13][N:12]([CH2:15][C:16]([C:18]2[CH:23]=[CH:22][C:21]([CH2:24][N:31]3[CH2:32][CH2:33][CH:28]([OH:27])[CH2:29][CH2:30]3)=[CH:20][CH:19]=2)=[O:17])[C:11](=[O:26])[CH:10]=1)[C:2]1[CH:7]=[CH:6][CH:5]=[CH:4][CH:3]=1. (4) Given the reactants [NH2:1][C:2]1[C:3]([NH:12][CH2:13][CH2:14][CH2:15][OH:16])=[C:4]([CH:9]=[CH:10][CH:11]=1)[C:5]([O:7][CH3:8])=[O:6].[Cl:17][C:18]1[CH:23]=[C:22]([Cl:24])[CH:21]=[CH:20][C:19]=1[N:25]=[C:26]=[S:27], predict the reaction product. The product is: [Cl:17][C:18]1[CH:23]=[C:22]([Cl:24])[CH:21]=[CH:20][C:19]=1[NH:25][C:26]([NH:1][C:2]1[C:3]([NH:12][CH2:13][CH2:14][CH2:15][OH:16])=[C:4]([CH:9]=[CH:10][CH:11]=1)[C:5]([O:7][CH3:8])=[O:6])=[S:27]. (5) Given the reactants [CH3:1][N:2]1[CH2:8][CH2:7][CH:6](O)[C:5]2[CH:10]=[CH:11][C:12]([C:14]3[N:15]=[N:16][CH:17]=[CH:18][CH:19]=3)=[CH:13][C:4]=2[CH2:3]1.FC1C=CC(O)=CC=1, predict the reaction product. The product is: [CH3:1][N:2]1[CH2:8][CH2:7][CH2:6][C:5]2[CH:10]=[CH:11][C:12]([C:14]3[N:15]=[N:16][CH:17]=[CH:18][CH:19]=3)=[CH:13][C:4]=2[CH2:3]1. (6) The product is: [NH2:74][C:68]1[N:69]=[CH:70][N:71]=[C:49]([N:45]2[CH2:46][CH2:47][CH2:48][C@@H:43]([NH:42][C:40](=[O:41])[CH2:39][NH:38][C:33]3[CH:34]=[C:35]([Cl:37])[CH:36]=[C:31]([Cl:30])[CH:32]=3)[CH2:44]2)[C:67]=1[Cl:66]. Given the reactants ClC1C=C(N[C@H](C2CC2)C(N[C@@H]2CCCN(C(OC(C)(C)C)=O)C2)=O)C=C(F)C=1.[Cl:30][C:31]1[CH:32]=[C:33]([NH:38][CH2:39][C:40]([NH:42][C@@H:43]2[CH2:48][CH2:47][CH2:46][N:45]([C:49](OC(C)(C)C)=O)[CH2:44]2)=[O:41])[CH:34]=[C:35]([Cl:37])[CH:36]=1.NC1C(C#N)=C(Cl)N=CN=1.[Cl:66][C:67]1[C:68]([NH2:74])=[N:69][CH:70]=[N:71]C=1Cl, predict the reaction product. (7) The product is: [CH2:1]([O:3][C:4]1[C:9]2[CH:10]=[C:11]([Sn:22]([CH2:23][CH2:24][CH2:25][CH3:26])([CH2:27][CH2:28][CH2:29][CH3:30])[CH2:18][CH2:19][CH2:20][CH3:21])[O:12][C:8]=2[CH:7]=[CH:6][N:5]=1)[CH3:2]. Given the reactants [CH2:1]([O:3][C:4]1[C:9]2[CH:10]=[CH:11][O:12][C:8]=2[CH:7]=[CH:6][N:5]=1)[CH3:2].C([Li])CCC.[CH2:18]([Sn:22](Cl)([CH2:27][CH2:28][CH2:29][CH3:30])[CH2:23][CH2:24][CH2:25][CH3:26])[CH2:19][CH2:20][CH3:21].CO, predict the reaction product.